This data is from Full USPTO retrosynthesis dataset with 1.9M reactions from patents (1976-2016). The task is: Predict the reactants needed to synthesize the given product. (1) Given the product [OH:18][CH:15]([C:4]1[CH:5]=[C:6]([F:14])[C:7]([N:8]2[CH2:13][CH2:12][N:11]([C:20]3[NH:21][C:22](=[O:30])[C:23]4[CH:28]=[N:27][N:26]([CH3:29])[C:24]=4[N:25]=3)[CH2:10][CH2:9]2)=[C:2]([F:1])[CH:3]=1)[CH2:16][OH:17], predict the reactants needed to synthesize it. The reactants are: [F:1][C:2]1[CH:3]=[C:4]([CH:15]([OH:18])[CH2:16][OH:17])[CH:5]=[C:6]([F:14])[C:7]=1[N:8]1[CH2:13][CH2:12][NH:11][CH2:10][CH2:9]1.Cl[C:20]1[NH:21][C:22](=[O:30])[C:23]2[CH:28]=[N:27][N:26]([CH3:29])[C:24]=2[N:25]=1. (2) Given the product [F:1][C:2]1[CH:3]=[CH:4][CH:5]=[C:6]([S:26]([CH:16]([CH3:18])[CH3:17])(=[O:28])=[O:25])[CH:7]=1, predict the reactants needed to synthesize it. The reactants are: [F:1][C:2]1[CH:3]=[C:4](S)[CH:5]=[CH:6][CH:7]=1.C(=O)([O-])[O-].[K+].[K+].I[CH:16]([CH3:18])[CH3:17].C(=O)(O)[O-].[Na+].O[O:25][S:26]([O-:28])=O.[K+]. (3) Given the product [C:1]([O:9][CH:38]([CH2:39][CH2:40][C:41]1[CH:42]=[CH:43][C:44]([C:47]2[CH:52]=[CH:51][CH:50]=[CH:49][CH:48]=2)=[CH:45][CH:46]=1)[CH:30]([C:31]([O:33][C:34]([CH3:36])([CH3:37])[CH3:35])=[O:32])[CH2:29][CH2:28][NH:27][C:25]([O:24][CH2:17][C:18]1[CH:23]=[CH:22][CH:21]=[CH:20][CH:19]=1)=[O:26])(=[O:8])[C:2]1[CH:7]=[CH:6][CH:5]=[CH:4][CH:3]=1, predict the reactants needed to synthesize it. The reactants are: [C:1]([OH:9])(=[O:8])[C:2]1[CH:7]=[CH:6][CH:5]=[CH:4][CH:3]=1.C(N(CC)CC)C.[CH2:17]([O:24][C:25]([NH:27][CH2:28][CH2:29][CH:30]([CH:38](O)[CH2:39][CH2:40][C:41]1[CH:46]=[CH:45][C:44]([C:47]2[CH:52]=[CH:51][CH:50]=[CH:49][CH:48]=2)=[CH:43][CH:42]=1)[C:31]([O:33][C:34]([CH3:37])([CH3:36])[CH3:35])=[O:32])=[O:26])[C:18]1[CH:23]=[CH:22][CH:21]=[CH:20][CH:19]=1.C(N=C=NCCCN(C)C)C. (4) The reactants are: [Br:1][C:2]1[C:10]2[C:9]([NH:11][C:12]3[CH:13]=[C:14]4[C:18](=[CH:19][C:20]=3[O:21][CH3:22])[NH:17][N:16]=[CH:15]4)=[N:8][CH:7]=[N:6][C:5]=2[NH:4][C:3]=1[C:23]([N:25]1[CH2:30]COC[CH2:26]1)=[O:24].CNC. Given the product [Br:1][C:2]1[C:10]2[C:9]([NH:11][C:12]3[CH:13]=[C:14]4[C:18](=[CH:19][C:20]=3[O:21][CH3:22])[NH:17][N:16]=[CH:15]4)=[N:8][CH:7]=[N:6][C:5]=2[NH:4][C:3]=1[C:23]([N:25]([CH3:26])[CH3:30])=[O:24], predict the reactants needed to synthesize it. (5) Given the product [Cl:12][C:13]1[N:14]=[N:15][C:16]([O:11][CH:4]2[CH:5]3[CH2:10][N:1]4[CH2:8][CH:7]([CH2:9][CH:3]2[CH2:2]4)[CH2:6]3)=[CH:17][CH:18]=1, predict the reactants needed to synthesize it. The reactants are: [N:1]12[CH2:10][CH:5]3[CH2:6][CH:7]([CH2:9][CH:3]([CH:4]3[OH:11])[CH2:2]1)[CH2:8]2.[Cl:12][C:13]1[N:14]=[N:15][C:16](Cl)=[CH:17][CH:18]=1. (6) Given the product [I:39][C:18]1[CH:19]=[N:20][CH:21]=[CH:22][C:23]=1/[CH:24]=[C:25]1/[C:26](=[O:37])[C:27]2[C:32]([CH2:33][CH2:34]/1)=[CH:31][C:30]([O:35][CH3:36])=[CH:29][CH:28]=2, predict the reactants needed to synthesize it. The reactants are: CNC1CCCCC1NC.O1CCOCC1.Br[C:18]1[CH:19]=[N:20][CH:21]=[CH:22][C:23]=1/[CH:24]=[C:25]1/[C:26](=[O:37])[C:27]2[C:32]([CH2:33][CH2:34]/1)=[CH:31][C:30]([O:35][CH3:36])=[CH:29][CH:28]=2.[Na+].[I-:39]. (7) Given the product [NH:1]1[C:5]2[CH:6]=[CH:7][CH:8]=[CH:9][C:4]=2[N:3]=[C:2]1[NH:10][C:11]([C:13]1[N:14]=[CH:15][NH:16][C:17]=1[C:18]([NH:20][C:21]1[CH:26]=[CH:25][C:24]([O:27][CH:28]2[CH2:33][CH2:32][NH:31][CH2:30][CH2:29]2)=[CH:23][C:22]=1[Cl:41])=[O:19])=[O:12], predict the reactants needed to synthesize it. The reactants are: [NH:1]1[C:5]2[CH:6]=[CH:7][CH:8]=[CH:9][C:4]=2[N:3]=[C:2]1[NH:10][C:11]([C:13]1[N:14]=[CH:15][NH:16][C:17]=1[C:18]([NH:20][C:21]1[CH:26]=[CH:25][C:24]([O:27][CH:28]2[CH2:33][CH2:32][N:31](C(OC(C)(C)C)=O)[CH2:30][CH2:29]2)=[CH:23][C:22]=1[Cl:41])=[O:19])=[O:12].Cl. (8) Given the product [F:22][C:23]1[CH:24]=[CH:25][C:26]([NH:29][C:19]([C:17]2[CH:18]=[C:9]([C:7]([C:5]3[CH:6]=[N:1][CH:2]=[N:3][CH:4]=3)=[O:8])[CH:10]=[C:11]3[C:16]=2[N:15]=[CH:14][CH:13]=[CH:12]3)=[O:21])=[N:27][CH:28]=1, predict the reactants needed to synthesize it. The reactants are: [N:1]1[CH:6]=[C:5]([C:7]([C:9]2[CH:10]=[C:11]3[C:16](=[C:17]([C:19]([OH:21])=O)[CH:18]=2)[N:15]=[CH:14][CH:13]=[CH:12]3)=[O:8])[CH:4]=[N:3][CH:2]=1.[F:22][C:23]1[CH:24]=[CH:25][C:26]([NH2:29])=[N:27][CH:28]=1.P(Cl)(Cl)(Cl)=O. (9) Given the product [N:16]([CH2:19][CH2:20][CH2:21][CH2:22][CH2:23][C:24]([O:26][CH2:3][O:2][C:1]([O:5][C:6]1[CH:11]=[CH:10][C:9]([N+:12]([O-:14])=[O:13])=[CH:8][CH:7]=1)=[O:15])=[O:25])=[N+:17]=[N-:18], predict the reactants needed to synthesize it. The reactants are: [C:1](=[O:15])([O:5][C:6]1[CH:11]=[CH:10][C:9]([N+:12]([O-:14])=[O:13])=[CH:8][CH:7]=1)[O:2][CH2:3]I.[N:16]([CH2:19][CH2:20][CH2:21][CH2:22][CH2:23][C:24]([OH:26])=[O:25])=[N+:17]=[N-:18]. (10) Given the product [Br:1][C:2]1[CH:3]=[N:4][C:5]2[C:10]([CH:11]=1)=[CH:9][C:8]([C:12]1[CH2:16][C:15]([CH:20]([F:22])[F:21])([C:17]([Cl:23])=[O:18])[O:14][N:13]=1)=[CH:7][CH:6]=2, predict the reactants needed to synthesize it. The reactants are: [Br:1][C:2]1[CH:3]=[N:4][C:5]2[C:10]([CH:11]=1)=[CH:9][C:8]([C:12]1[CH2:16][C:15]([CH:20]([F:22])[F:21])([C:17](O)=[O:18])[O:14][N:13]=1)=[CH:7][CH:6]=2.[Cl:23]CCl.